Predict the reaction yield, written as a fraction of the theoretical maximum amount of product (1.0 means a 100% yield; for example, 0.34 means a 34% yield). From a dataset of Reaction yield outcomes from USPTO patents with 853,638 reactions. (1) The reactants are [CH3:1][O:2][C:3]1[CH:4]=[C:5]([C:9](=O)[CH2:10][C:11]2[CH:16]=[CH:15][CH:14]=[CH:13][CH:12]=2)[CH:6]=[CH:7][CH:8]=1.[CH2:18]([O:20][C:21]1[CH:22]=[C:23]([CH:26]=[C:27]([N+:30]([O-:32])=[O:31])[C:28]=1[OH:29])[CH:24]=O)[CH3:19].[NH2:33][C:34]([NH2:36])=[O:35].Cl. The catalyst is CCO. The product is [CH2:18]([O:20][C:21]1[CH:22]=[C:23]([CH:24]2[C:10]([C:11]3[CH:16]=[CH:15][CH:14]=[CH:13][CH:12]=3)=[C:9]([C:5]3[CH:6]=[CH:7][CH:8]=[C:3]([O:2][CH3:1])[CH:4]=3)[NH:36][C:34](=[O:35])[NH:33]2)[CH:26]=[C:27]([N+:30]([O-:32])=[O:31])[C:28]=1[OH:29])[CH3:19]. The yield is 0.210. (2) The reactants are [CH3:1][C:2]([C:4]1[CH:5]=[CH:6][C:7]([OH:11])=[CH:8][C:9]=1[OH:10])=[O:3].C1(P(C2C=CC=CC=2)C2C=CC=CC=2)C=CC=CC=1.[CH3:31][O:32][CH2:33][CH2:34]O.N(C(OCC)=O)=NC(OCC)=O. The catalyst is O1CCCC1. The product is [OH:10][C:9]1[CH:8]=[C:7]([O:11][CH2:34][CH2:33][O:32][CH3:31])[CH:6]=[CH:5][C:4]=1[C:2](=[O:3])[CH3:1]. The yield is 0.520. (3) The reactants are [CH2:1]([O:8][C:9](=[O:21])[NH:10][C@H:11]([CH2:14]C1C=CC=CC=1)[CH2:12][NH2:13])[C:2]1[CH:7]=[CH:6][CH:5]=[CH:4][CH:3]=1.[C:22]([NH:29][C@@H:30]([C:32](O)=O)[CH3:31])([O:24][C:25]([CH3:28])([CH3:27])[CH3:26])=[O:23].Cl.CN(C)CCCN=C=NCC.O.ON1[C:53]2[CH:54]=[CH:55][CH:56]=[CH:57][C:52]=2N=N1.CN1CC[O:62]CC1. The catalyst is CN(C=O)C.C(OCC)(=O)C. The product is [C:25]([O:24][C:22]([NH:29][C@H:30]([CH2:31][C:52]1[CH:57]=[CH:56][CH:55]=[CH:54][CH:53]=1)[CH2:32][NH:13][C:12](=[O:62])[C@H:11]([NH:10][C:9](=[O:21])[O:8][CH2:1][C:2]1[CH:3]=[CH:4][CH:5]=[CH:6][CH:7]=1)[CH3:14])=[O:23])([CH3:26])([CH3:27])[CH3:28]. The yield is 0.930.